This data is from Full USPTO retrosynthesis dataset with 1.9M reactions from patents (1976-2016). The task is: Predict the reactants needed to synthesize the given product. Given the product [ClH:1].[CH3:2][O:3][C:4]1[CH:5]=[C:6](/[C:12](=[CH:15]/[C:16]2[S:17][C:18]([N:21]3[CH2:26][CH2:25][N:24]([CH3:27])[CH2:23][CH2:22]3)=[CH:19][CH:20]=2)/[C:13]#[N:14])[CH:7]=[CH:8][C:9]=1[O:10][CH3:11], predict the reactants needed to synthesize it. The reactants are: [ClH:1].[CH3:2][O:3][C:4]1[CH:5]=[C:6](/[C:12](=[CH:15]/[C:16]2[S:17][C:18]([N:21]3[CH2:26][CH2:25][N:24]([CH3:27])[CH2:23][CH2:22]3)=[CH:19][CH:20]=2)/[C:13]#[N:14])[CH:7]=[CH:8][C:9]=1[O:10][CH3:11].